Dataset: Reaction yield outcomes from USPTO patents with 853,638 reactions. Task: Predict the reaction yield, written as a fraction of the theoretical maximum amount of product (1.0 means a 100% yield; for example, 0.34 means a 34% yield). (1) The reactants are [CH3:1][O:2][C:3]1[CH:4]=[C:5]2[C:10](=[CH:11][C:12]=1[O:13][CH3:14])[N:9]=[CH:8][CH:7]=[C:6]2[O:15][C:16]1[CH:26]=[CH:25][C:19]([O:20][CH2:21][C:22](O)=[O:23])=[CH:18][CH:17]=1.CCN=C=NCCCN(C)C.Cl.C1C=CC2N(O)N=NC=2C=1.[NH2:49][C:50]1[CH:55]=[CH:54][C:53]([CH3:56])=[CH:52][CH:51]=1.C(=O)([O-])O.[Na+]. The catalyst is C(Cl)(Cl)Cl.O. The product is [CH3:56][C:53]1[CH:54]=[CH:55][C:50]([NH:49][C:22](=[O:23])[CH2:21][O:20][C:19]2[CH:25]=[CH:26][C:16]([O:15][C:6]3[C:5]4[C:10](=[CH:11][C:12]([O:13][CH3:14])=[C:3]([O:2][CH3:1])[CH:4]=4)[N:9]=[CH:8][CH:7]=3)=[CH:17][CH:18]=2)=[CH:51][CH:52]=1. The yield is 0.410. (2) The reactants are [NH2:1][CH2:2][C:3]1([NH2:8])[CH2:7][CH2:6][CH2:5][CH2:4]1.Br[C:10]#[N:11]. The catalyst is O. The product is [NH:8]1[C:3]2([CH2:7][CH2:6][CH2:5][CH2:4]2)[CH2:2][N:1]=[C:10]1[NH2:11]. The yield is 0.880. (3) The reactants are [N+:1]([C:4]1[C:13]2[N:12]=[CH:11][CH:10]=[N:9][C:8]=2[C:7]([C:14]#[N:15])=[CH:6][CH:5]=1)([O-])=O.[H][H]. The catalyst is C(OCC)(=O)C.C(O)C.[Pd]. The product is [NH2:1][C:4]1[C:13]2[NH:12][CH2:11][CH2:10][NH:9][C:8]=2[C:7]([C:14]#[N:15])=[CH:6][CH:5]=1. The yield is 0.900. (4) The yield is 0.770. The product is [Cl:8][C:6]1[N:5]=[CH:4][N:3]=[C:2]([NH:19][CH2:18][CH:17]([C:12]2[CH:13]=[CH:14][CH:15]=[CH:16][C:11]=2[O:10][CH3:9])[CH3:20])[CH:7]=1. The catalyst is C(O)(C)C. The reactants are Cl[C:2]1[CH:7]=[C:6]([Cl:8])[N:5]=[CH:4][N:3]=1.[CH3:9][O:10][C:11]1[CH:16]=[CH:15][CH:14]=[CH:13][C:12]=1[CH:17]([CH3:20])[CH2:18][NH2:19].CCN(C(C)C)C(C)C. (5) The reactants are [O:1]1[CH2:5][CH2:4][CH2:3][C@@H:2]1[CH2:6]O.[NH:8]([C:17]([O:19][C:20]([CH3:23])([CH3:22])[CH3:21])=[O:18])[NH:9][C:10]([O:12][C:13]([CH3:16])([CH3:15])[CH3:14])=[O:11].C1(P(C2C=CC=CC=2)C2C=CC=CC=2)C=CC=CC=1.N(/C(OC(C)(C)C)=O)=N\C(OC(C)(C)C)=O. The catalyst is C1COCC1. The product is [O:1]1[CH2:5][CH2:4][CH2:3][C@@H:2]1[CH2:6][N:8]([C:17]([O:19][C:20]([CH3:23])([CH3:22])[CH3:21])=[O:18])[NH:9][C:10]([O:12][C:13]([CH3:14])([CH3:15])[CH3:16])=[O:11]. The yield is 0.950. (6) The reactants are [C:1]1([C:6](Cl)=[O:7])[S:5][CH:4]=[CH:3][CH:2]=1.[NH2:9][C:10]1[N:17]=[C:16]([C:18]2[CH:23]=[CH:22][CH:21]=[CH:20][C:19]=2[O:24][Si:25]([C:28]([CH3:31])([CH3:30])[CH3:29])([CH3:27])[CH3:26])[CH:15]=[C:14]([C:32]2[CH:37]=[CH:36][CH:35]=[C:34]([N+:38]([O-:40])=[O:39])[CH:33]=2)[C:11]=1[C:12]#[N:13]. The catalyst is N1C=CC=CC=1.C(OCC)(=O)C. The product is [Si:25]([O:24][C:19]1[CH:20]=[CH:21][CH:22]=[CH:23][C:18]=1[C:16]1[N:17]=[C:10]([NH:9][C:6]([C:1]2[S:5][CH:4]=[CH:3][CH:2]=2)=[O:7])[C:11]([C:12]#[N:13])=[C:14]([C:32]2[CH:37]=[CH:36][CH:35]=[C:34]([N+:38]([O-:40])=[O:39])[CH:33]=2)[CH:15]=1)([C:28]([CH3:31])([CH3:30])[CH3:29])([CH3:27])[CH3:26]. The yield is 0.470. (7) The reactants are [CH3:1][N:2]([CH3:17])[CH:3]([C:6]1[S:7][CH:8]=[C:9]([C:11]2[CH:16]=[CH:15][CH:14]=[CH:13][CH:12]=2)[N:10]=1)[CH2:4][NH2:5].[F:18][C:19]([F:35])([F:34])[C:20]1[O:24][N:23]=[C:22]([C:25]2[CH:26]=[C:27]([CH:31]=[CH:32][CH:33]=2)[C:28](O)=[O:29])[N:21]=1. No catalyst specified. The product is [CH3:1][N:2]([CH3:17])[CH:3]([C:6]1[S:7][CH:8]=[C:9]([C:11]2[CH:16]=[CH:15][CH:14]=[CH:13][CH:12]=2)[N:10]=1)[CH2:4][NH:5][C:28](=[O:29])[C:27]1[CH:31]=[CH:32][CH:33]=[C:25]([C:22]2[N:21]=[C:20]([C:19]([F:35])([F:34])[F:18])[O:24][N:23]=2)[CH:26]=1. The yield is 0.170.